From a dataset of Forward reaction prediction with 1.9M reactions from USPTO patents (1976-2016). Predict the product of the given reaction. (1) Given the reactants [NH:1]1[C:6](=[O:7])[CH2:5][CH2:4][CH2:3][C:2]1=[O:8].[OH-].[K+].Br[CH2:12][C:13]1[CH:18]=[CH:17][C:16]([O:19][C:20]([F:23])([F:22])[F:21])=[CH:15][CH:14]=1.O, predict the reaction product. The product is: [F:21][C:20]([F:22])([F:23])[O:19][C:16]1[CH:17]=[CH:18][C:13]([CH2:12][N:1]2[C:6](=[O:7])[CH2:5][CH2:4][CH2:3][C:2]2=[O:8])=[CH:14][CH:15]=1. (2) Given the reactants [CH3:1]I.[SH:3][C:4]1[CH:5]=[C:6]([CH:10]=[CH:11][CH:12]=1)C(O)=O.[C:13](=[O:16])([O-])[O-].[K+].[K+].CN([CH:22]=[O:23])C, predict the reaction product. The product is: [CH3:13][O:16][C:22](=[O:23])[C:6]1[CH:10]=[CH:11][CH:12]=[C:4]([S:3][CH3:1])[CH:5]=1.